The task is: Regression/Classification. Given a drug SMILES string, predict its absorption, distribution, metabolism, or excretion properties. Task type varies by dataset: regression for continuous measurements (e.g., permeability, clearance, half-life) or binary classification for categorical outcomes (e.g., BBB penetration, CYP inhibition). For this dataset (solubility_aqsoldb), we predict Y.. This data is from Aqueous solubility values for 9,982 compounds from the AqSolDB database. (1) The drug is Nc1ccc(C(=O)O)c(S(=O)(=O)O)c1. The Y is -1.86 log mol/L. (2) The compound is CNc1ccc(/C=C/c2ccc(Nc3nc(Nc4ccc(S(=O)(=O)[O-])cc4)nc(N4CCOCC4)n3)cc2S(=O)(=O)[O-])c(S(=O)(=O)[O-])c1.Cc1nc(Nc2ccc(S(=O)(=O)[O-])cc2)nc(N2CCOCC2)n1.[Na].[Na].[Na].[Na]. The Y is -0.484 log mol/L. (3) The compound is CNc1cccc(C)c1. The Y is -2.05 log mol/L. (4) The Y is -2.68 log mol/L. The compound is CCN1C=CC(=CC=Cc2cc[n+](CC)c3ccccc23)c2ccccc21.[I-]. (5) The molecule is CCOCCOC(C)(C)C. The Y is -0.688 log mol/L. (6) The molecule is CN1C(=O)NC(=O)C(C)(C2=CCCCC2)C1=O. The Y is -2.91 log mol/L. (7) The molecule is CC1=C2CC(C=O)C(C1)C(C(C)C)C2. The Y is -3.85 log mol/L. (8) The molecule is CN1CCCN(C)C1=O. The Y is 0.892 log mol/L. (9) The compound is O=C1CNC(=O)N1. The Y is -0.402 log mol/L. (10) The molecule is CC(C)CCOC(=O)C1CN2CCC1CC2C(O)c1ccnc2ccccc12. The Y is -1.41 log mol/L.